Binary Classification. Given a miRNA mature sequence and a target amino acid sequence, predict their likelihood of interaction. From a dataset of Experimentally validated miRNA-target interactions with 360,000+ pairs, plus equal number of negative samples. (1) The miRNA is hsa-miR-4478 with sequence GAGGCUGAGCUGAGGAG. The protein sequence of the target gene is MASAVWGSAPWWGPPPPAPARPLTDIDFCSGAQLQELTQLIQELGVQESWSDGPKPGADLLRAKDFVFSLLGLVHRRDPRFPPQAELLLLRGGIREGSLDLGHAPLGPYARGPHYDAGFTLLVPMFSLDGTELQLDLESCYAQVCLPEMVCGTPIREMWQDCLGPPVPGARDSIHRTESEESSKDWQSSVDQPHSYVTEHEAPVSLEKSPSDVSASESPQHDVVDLGSTAPLKTMSSDVTKAAVESPVPKPSEAREAWPTLCSAQVAAWFFATLAAVAESLIPVPGAPRLVHAARHAGFT.... Result: 0 (no interaction). (2) The miRNA is hsa-miR-299-5p with sequence UGGUUUACCGUCCCACAUACAU. The protein sequence of the target gene is MPSLPHSHRVMLDSVTHSTFLPNASFCDPLMSWTDLFSNEEYYPAFEHQTACDSYWTSVHPEYWTKRHVWEWLQFCCDQYKLDTNCISFCNFNISGLQLCSMTQEEFVEAAGLCGEYLYFILQNIRTQGYSFFNDAEESKATIKDYADSNCLKTSGIKSQDCHSHSRTSLQSSHLWEFVRDLLLSPEENCGILEWEDREQGIFRVVKSEALAKMWGQRKKNDRMTYEKLSRALRYYYKTGILERVDRRLVYKFGKNAHGWQEDKL. Result: 0 (no interaction). (3) The protein sequence of the target gene is MELENQTRVTKFILVGFPGSLSMRAAMFLIFLVAYILTVAENVIIILLVLQNRPLHKPMYFFLANLSFLETWYISVTVPKLLFSFWSVNNSISFTLCMIQLYFFIALMCTECVLLAAMAYDRYVAICRPLHYPTIMSHGLCFRLALGSWAIGFGISLAKIYFISCLSFCGPNVINHFFCDISPVLNLSCTDMSITELVDFILALVIFLFPLFITVLSYGCILATILCMPTGKQKAFSTCASHLVVVTIFYSAIIFMYARPRVIHAFNMNKIISIFYAIVTPSLNPFIYCLRNREVKEALK.... Result: 0 (no interaction). The miRNA is hsa-miR-2116-5p with sequence GGUUCUUAGCAUAGGAGGUCU.